Dataset: Forward reaction prediction with 1.9M reactions from USPTO patents (1976-2016). Task: Predict the product of the given reaction. (1) Given the reactants [CH2:1]([O:3][C:4](=[O:30])[CH2:5][C:6]1[CH:7]=[C:8]([C:20]2[CH:25]=[CH:24][C:23]([C:26]([F:29])([F:28])[F:27])=[CH:22][CH:21]=2)[CH:9]=[C:10](OS(C(F)(F)F)(=O)=O)[CH:11]=1)C.[Cl:31][C:32]1[CH:37]=[CH:36][C:35](B(O)O)=[CH:34][CH:33]=1.C([O-])([O-])=O.[K+].[K+], predict the reaction product. The product is: [CH3:1][O:3][C:4](=[O:30])[CH2:5][C:6]1[CH:11]=[C:10]([C:35]2[CH:36]=[CH:37][C:32]([Cl:31])=[CH:33][CH:34]=2)[CH:9]=[C:8]([C:20]2[CH:25]=[CH:24][C:23]([C:26]([F:28])([F:27])[F:29])=[CH:22][CH:21]=2)[CH:7]=1. (2) Given the reactants [C:1]([O:5][C:6]([N:8]1[CH2:12][C@@H:11]([NH:13][C:14]2[N:19]=[CH:18][C:17]([Br:20])=[CH:16][N:15]=2)[CH2:10][C@H:9]1[CH2:21][O:22][CH3:23])=[O:7])([CH3:4])([CH3:3])[CH3:2].[F:24][C:25]([F:39])([F:38])[C:26]1[CH:27]=[C:28]([CH:31]=[C:32]([C:34]([F:37])([F:36])[F:35])[CH:33]=1)[CH2:29]Br.[H-].[Na+], predict the reaction product. The product is: [C:1]([O:5][C:6]([N:8]1[CH2:12][C@@H:11]([N:13]([CH2:29][C:28]2[CH:31]=[C:32]([C:34]([F:36])([F:37])[F:35])[CH:33]=[C:26]([C:25]([F:24])([F:38])[F:39])[CH:27]=2)[C:14]2[N:19]=[CH:18][C:17]([Br:20])=[CH:16][N:15]=2)[CH2:10][C@H:9]1[CH2:21][O:22][CH3:23])=[O:7])([CH3:4])([CH3:3])[CH3:2]. (3) Given the reactants [CH3:1][O:2][C:3]1[CH:8]=[C:7]([N:9]2[CH2:14][CH2:13][CH:12]([N:15]3[CH2:20][CH2:19][N:18]([CH3:21])[CH2:17][CH2:16]3)[CH2:11][CH2:10]2)[CH:6]=[CH:5][C:4]=1[NH2:22].[Br:23][C:24]1[N:32]2[C:27]([CH:28]=[N:29][C:30](S(C)=O)=[N:31]2)=[CH:26][CH:25]=1.C(N(CC)C(C)C)(C)C, predict the reaction product. The product is: [Br:23][C:24]1[N:32]2[C:27]([CH:28]=[N:29][C:30]([NH:22][C:4]3[CH:5]=[CH:6][C:7]([N:9]4[CH2:14][CH2:13][CH:12]([N:15]5[CH2:20][CH2:19][N:18]([CH3:21])[CH2:17][CH2:16]5)[CH2:11][CH2:10]4)=[CH:8][C:3]=3[O:2][CH3:1])=[N:31]2)=[CH:26][CH:25]=1. (4) Given the reactants Br[C:2]1[CH:3]=[N:4][C:5]2[C:10]([C:11]=1[C:12]1[C:17]([O:18][CH3:19])=[CH:16][C:15]([C:20]3[CH:25]=[CH:24][CH:23]=[C:22]([F:26])[CH:21]=3)=[C:14]([Cl:27])[CH:13]=1)=[CH:9][CH:8]=[C:7]([S:28]([NH:31][C:32]1[CH:36]=[CH:35][O:34][N:33]=1)(=[O:30])=[O:29])[CH:6]=2.[C:37]([Zn]C#N)#[N:38], predict the reaction product. The product is: [Cl:27][C:14]1[CH:13]=[C:12]([C:11]2[C:10]3[C:5](=[CH:6][C:7]([S:28]([NH:31][C:32]4[CH:36]=[CH:35][O:34][N:33]=4)(=[O:30])=[O:29])=[CH:8][CH:9]=3)[N:4]=[CH:3][C:2]=2[C:37]#[N:38])[C:17]([O:18][CH3:19])=[CH:16][C:15]=1[C:20]1[CH:25]=[CH:24][CH:23]=[C:22]([F:26])[CH:21]=1. (5) Given the reactants [F:1][C@@H:2]1[CH2:6][N:5]([CH2:7][C:8]2[CH:13]=[CH:12][CH:11]=[C:10]([C:14]([F:17])([F:16])[F:15])[CH:9]=2)[C@@H:4]([C:18]([O:20]CC2C=CC=C(C(F)(F)F)C=2)=[O:19])[CH2:3]1.[Li+:32].[OH-], predict the reaction product. The product is: [F:1][C@@H:2]1[CH2:6][N:5]([CH2:7][C:8]2[CH:13]=[CH:12][CH:11]=[C:10]([C:14]([F:17])([F:15])[F:16])[CH:9]=2)[C@@H:4]([C:18]([O-:20])=[O:19])[CH2:3]1.[Li+:32]. (6) The product is: [CH3:28][O:27][C:23](=[O:26])[CH2:24][CH2:25][N:7]1[C:6]2[CH:5]=[C:4]([CH3:16])[CH:3]=[C:2]([Cl:1])[C:11]=2[O:10][C@@H:9]([CH:12]([CH3:13])[CH3:14])[C:8]1=[O:15]. Given the reactants [Cl:1][C:2]1[C:11]2[O:10][C@@H:9]([CH:12]([CH3:14])[CH3:13])[C:8](=[O:15])[NH:7][C:6]=2[CH:5]=[C:4]([CH3:16])[CH:3]=1.C(=O)([O-])[O-].[K+].[K+].[C:23]([O:27][CH3:28])(=[O:26])[CH:24]=[CH2:25].C(O)(=O)CC(CC(O)=O)(C(O)=O)O, predict the reaction product.